This data is from Full USPTO retrosynthesis dataset with 1.9M reactions from patents (1976-2016). The task is: Predict the reactants needed to synthesize the given product. (1) The reactants are: [H-].[Al+3].[Li+].[H-].[H-].[H-].[C:7]([O:11][C:12]([N:14]1[CH2:19][CH2:18][CH:17]([N:20]([C:31]2[CH:39]=[CH:38][C:34]3[S:35][CH:36]=[CH:37][C:33]=3[CH:32]=2)[CH2:21][C:22]2[CH:27]=[CH:26][CH:25]=[C:24]([C:28](O)=[O:29])[CH:23]=2)[CH2:16][CH2:15]1)=[O:13])([CH3:10])([CH3:9])[CH3:8]. Given the product [C:7]([O:11][C:12]([N:14]1[CH2:19][CH2:18][CH:17]([N:20]([C:31]2[CH:39]=[CH:38][C:34]3[S:35][CH:36]=[CH:37][C:33]=3[CH:32]=2)[CH2:21][C:22]2[CH:27]=[CH:26][CH:25]=[C:24]([CH2:28][OH:29])[CH:23]=2)[CH2:16][CH2:15]1)=[O:13])([CH3:10])([CH3:8])[CH3:9], predict the reactants needed to synthesize it. (2) The reactants are: [F:1][C:2]1[CH:7]=[C:6]([CH3:8])[CH:5]=[CH:4][C:3]=1[C:9]1[S:13][N:12]=[C:11]([CH3:14])[C:10]=1[C:15](O)=[O:16]. Given the product [F:1][C:2]1[CH:7]=[C:6]([CH3:8])[CH:5]=[CH:4][C:3]=1[C:9]1[S:13][N:12]=[C:11]([CH3:14])[C:10]=1[CH2:15][OH:16], predict the reactants needed to synthesize it. (3) Given the product [C:13]([NH:16][C:17]1[CH:22]=[C:21]([C:3]2[CH:4]=[CH:5][C:6]([Cl:11])=[C:7]([CH:8]([F:10])[CH3:9])[C:2]=2[Cl:1])[N:20]=[C:19]([C:27]([O:29][CH3:30])=[O:28])[C:18]=1[Cl:31])(=[O:15])[CH3:14], predict the reactants needed to synthesize it. The reactants are: [Cl:1][C:2]1[C:7]([CH:8]([F:10])[CH3:9])=[C:6]([Cl:11])[CH:5]=[CH:4][C:3]=1Br.[C:13]([NH:16][C:17]1[CH:22]=[C:21]([Sn](C)(C)C)[N:20]=[C:19]([C:27]([O:29][CH3:30])=[O:28])[C:18]=1[Cl:31])(=[O:15])[CH3:14].[F-].[Cs+].O. (4) Given the product [C:39]([O:38][C:36]([NH:35][C:32]([NH:1][C:2]1[CH:3]=[CH:4][C:5]([CH2:6][CH2:7][O:8][C:9]2[CH:14]=[CH:13][C:12]([CH2:15][C@H:16]([O:20][CH2:21][CH3:22])[C:17]([OH:19])=[O:18])=[CH:11][CH:10]=2)=[CH:23][CH:24]=1)=[N:31][C:30]([O:29][C:25]([CH3:28])([CH3:27])[CH3:26])=[O:43])=[O:37])([CH3:42])([CH3:41])[CH3:40], predict the reactants needed to synthesize it. The reactants are: [NH2:1][C:2]1[CH:24]=[CH:23][C:5]([CH2:6][CH2:7][O:8][C:9]2[CH:14]=[CH:13][C:12]([CH2:15][C@H:16]([O:20][CH2:21][CH3:22])[C:17]([OH:19])=[O:18])=[CH:11][CH:10]=2)=[CH:4][CH:3]=1.[C:25]([O:29][C:30](=[O:43])[N:31]=[C:32]([NH:35][C:36]([O:38][C:39]([CH3:42])([CH3:41])[CH3:40])=[O:37])SC)([CH3:28])([CH3:27])[CH3:26].C(N(CC)CC)C. (5) Given the product [C:25]([CH:24]([C:21]1[CH:22]=[CH:23][C:18]([F:17])=[CH:19][CH:20]=1)[CH2:33][C:32]([O:31][C:27]([CH3:30])([CH3:29])[CH3:28])=[O:35])#[N:26], predict the reactants needed to synthesize it. The reactants are: C([N-]C(C)C)(C)C.[Li+].C(C1C=CC=CC=1)C.[F:17][C:18]1[CH:23]=[CH:22][C:21]([CH2:24][C:25]#[N:26])=[CH:20][CH:19]=1.[C:27]([O:31][C:32](=[O:35])[CH2:33]Br)([CH3:30])([CH3:29])[CH3:28]. (6) Given the product [ClH:8].[Cl:11][C:12]1[C:13]2[N:22]([CH2:24][CH2:23][CH3:27])[C:19]([C:21]3[CH:4]=[CH:3][C:2]([I:1])=[CH:10][CH:9]=3)=[NH+:18][C:14]=2[CH:15]=[CH:16][CH:17]=1, predict the reactants needed to synthesize it. The reactants are: [I:1][C:2]1[CH:10]=[CH:9]C(C([Cl:8])=O)=[CH:4][CH:3]=1.[Cl:11][C:12]1[CH:17]=[CH:16][CH:15]=[C:14]([NH:18][CH:19]([CH3:21])C)[C:13]=1[NH2:22].[CH2:23]1[CH2:27]OC[CH2:24]1. (7) Given the product [Br:20][C:7]([C:5]1[O:6][C:2]([CH3:1])=[CH:3][N:4]=1)([CH3:12])[C:8]([O:10][CH3:11])=[O:9], predict the reactants needed to synthesize it. The reactants are: [CH3:1][C:2]1[O:6][C:5]([CH:7]([CH3:12])[C:8]([O:10][CH3:11])=[O:9])=[N:4][CH:3]=1.C1C(=O)N([Br:20])C(=O)C1.CC(N=NC(C#N)(C)C)(C#N)C.BrC(C1OC=C(CBr)N=1)(C)C(OC)=O.